Dataset: Reaction yield outcomes from USPTO patents with 853,638 reactions. Task: Predict the reaction yield, written as a fraction of the theoretical maximum amount of product (1.0 means a 100% yield; for example, 0.34 means a 34% yield). (1) The reactants are [CH2:1]([C:8]1[S:12][C:11]([C:13]2[CH:18]=[C:17]([F:19])[CH:16]=[CH:15][C:14]=2[F:20])=[N:10][C:9]=1[C@H:21]([NH2:26])[C:22]([CH3:25])([CH3:24])[CH3:23])[C:2]1[CH:7]=[CH:6][CH:5]=[CH:4][CH:3]=1.[BH-](OC(C)=O)(OC(C)=O)OC(C)=O.[Na+].[F:41][C@@H:42]1[C@H:46]([CH:47]=O)[CH2:45][N:44]([C:49]([O:51][CH2:52][C:53]2[CH:58]=[CH:57][CH:56]=[CH:55][CH:54]=2)=[O:50])[CH2:43]1. The catalyst is C(Cl)Cl. The product is [CH2:1]([C:8]1[S:12][C:11]([C:13]2[CH:18]=[C:17]([F:19])[CH:16]=[CH:15][C:14]=2[F:20])=[N:10][C:9]=1[C@H:21]([NH:26][CH2:47][C@H:46]1[C@@H:42]([F:41])[CH2:43][N:44]([C:49]([O:51][CH2:52][C:53]2[CH:58]=[CH:57][CH:56]=[CH:55][CH:54]=2)=[O:50])[CH2:45]1)[C:22]([CH3:23])([CH3:25])[CH3:24])[C:2]1[CH:3]=[CH:4][CH:5]=[CH:6][CH:7]=1. The yield is 0.600. (2) The reactants are [C:1]([C:6]1[C:13]([C:14]([CH3:17])([CH3:16])[CH3:15])=[CH:12][C:9]([CH:10]=O)=[CH:8][C:7]=1[C:18]([CH3:21])([CH3:20])[CH3:19])(=[O:5])[CH2:2][CH2:3][CH3:4].[C:22]([NH:26][OH:27])([CH3:25])([CH3:24])[CH3:23].C1(C)C=CC(S(O)(=O)=O)=CC=1. The catalyst is C1C=CC=CC=1. The product is [C:1]([C:6]1[C:13]([C:14]([CH3:17])([CH3:16])[CH3:15])=[CH:12][C:9]([CH:10]=[N+:26]([C:22]([CH3:25])([CH3:24])[CH3:23])[O-:27])=[CH:8][C:7]=1[C:18]([CH3:21])([CH3:20])[CH3:19])(=[O:5])[CH2:2][CH2:3][CH3:4]. The yield is 0.502. (3) The reactants are C(O[C:6](=[O:12])[O:7][C:8]([CH3:11])([CH3:10])[CH3:9])(C)(C)C.[H][H].[N:15]([CH:18]([C:23]1[CH:28]=[C:27]([F:29])[CH:26]=[C:25]([F:30])[CH:24]=1)[C:19]([O:21][CH3:22])=[O:20])=[N+]=[N-]. The catalyst is CCOC(C)=O.[Pd]. The product is [CH3:11][C:8]([CH3:9])([O:7][C:6]([NH:15][CH:18]([C:23]1[CH:24]=[C:25]([F:30])[CH:26]=[C:27]([F:29])[CH:28]=1)[C:19]([O:21][CH3:22])=[O:20])=[O:12])[CH3:10]. The yield is 0.960. (4) The reactants are I[CH3:2].[H-].[Na+].[OH:5][CH:6]1[C:15]2[C:10](=[CH:11][CH:12]=[C:13]([C:16]3[C:21](=[O:22])[N:20]([CH2:23][C:24]4[CH:29]=[CH:28][C:27]([C:30]5[C:31]([C:36]#[N:37])=[CH:32][CH:33]=[CH:34][CH:35]=5)=[CH:26][CH:25]=4)[C:19]([CH2:38][CH2:39][CH3:40])=[N:18][C:17]=3[CH3:41])[CH:14]=2)[O:9][C:8]([CH3:43])([CH3:42])[CH2:7]1. The product is [CH3:2][O:5][CH:6]1[C:15]2[C:10](=[CH:11][CH:12]=[C:13]([C:16]3[C:21](=[O:22])[N:20]([CH2:23][C:24]4[CH:29]=[CH:28][C:27]([C:30]5[C:31]([C:36]#[N:37])=[CH:32][CH:33]=[CH:34][CH:35]=5)=[CH:26][CH:25]=4)[C:19]([CH2:38][CH2:39][CH3:40])=[N:18][C:17]=3[CH3:41])[CH:14]=2)[O:9][C:8]([CH3:42])([CH3:43])[CH2:7]1. The yield is 0.660. The catalyst is CN(C)C=O.C(OCC)(=O)C. (5) The reactants are [F:1][C:2]1[CH:7]=[CH:6][C:5]([O:8][C:9]2[CH:14]=[CH:13][C:12]([N+:15]([O-])=O)=[CH:11][CH:10]=2)=[CH:4][C:3]=1[C:18]([F:21])([F:20])[F:19]. The catalyst is CO.[Pd]. The product is [F:1][C:2]1[CH:7]=[CH:6][C:5]([O:8][C:9]2[CH:10]=[CH:11][C:12]([NH2:15])=[CH:13][CH:14]=2)=[CH:4][C:3]=1[C:18]([F:19])([F:20])[F:21]. The yield is 0.950. (6) The reactants are [ClH:1].C(OC([N:9]1[CH2:14][CH:13]=[C:12]([C:15]2[C:20]([F:21])=[CH:19][CH:18]=[CH:17][N:16]=2)[CH2:11][CH2:10]1)=O)(C)(C)C. The catalyst is O1CCOCC1. The product is [ClH:1].[F:21][C:20]1[C:15]([C:12]2[CH2:13][CH2:14][NH:9][CH2:10][CH:11]=2)=[N:16][CH:17]=[CH:18][CH:19]=1. The yield is 0.990. (7) The product is [Br:1][C:2]1[C:3]([C:9]2[CH:14]=[CH:13][C:12]([Cl:15])=[CH:11][CH:10]=2)=[CH:4][C:5]([NH:16][NH2:17])=[N:6][CH:7]=1. The reactants are [Br:1][C:2]1[C:3]([C:9]2[CH:14]=[CH:13][C:12]([Cl:15])=[CH:11][CH:10]=2)=[CH:4][C:5](Cl)=[N:6][CH:7]=1.[NH2:16][NH2:17]. The catalyst is C1COCC1. The yield is 0.630.